From a dataset of Reaction yield outcomes from USPTO patents with 853,638 reactions. Predict the reaction yield, written as a fraction of the theoretical maximum amount of product (1.0 means a 100% yield; for example, 0.34 means a 34% yield). (1) The reactants are [NH2:1][C:2]1[N:6]([C:7]2[CH:12]=[CH:11][CH:10]=[CH:9][CH:8]=2)[N:5]=[C:4]([O:13][CH:14]2[CH2:17][N:16]([C:18]([O:20][C:21]([CH3:24])([CH3:23])[CH3:22])=[O:19])[CH2:15]2)[C:3]=1[CH3:25].C1(C2C=CC([CH2:35][O:36]C)=CC=2CN)CC1.[CH3:40][O:41][CH2:42][C:43]1[CH:44]=[CH:45][C:46]([O:51][C:52]([F:55])([F:54])[F:53])=[C:47]([CH2:49][NH2:50])[CH:48]=1. No catalyst specified. The product is [CH3:40][O:41][CH2:42][C:43]1[CH:44]=[CH:45][C:46]([O:51][C:52]([F:53])([F:54])[F:55])=[C:47]([CH:48]=1)[CH2:49][NH:50][C:35](=[O:36])[NH:1][C:2]1[N:6]([C:7]2[CH:8]=[CH:9][CH:10]=[CH:11][CH:12]=2)[N:5]=[C:4]([O:13][CH:14]2[CH2:17][N:16]([C:18]([O:20][C:21]([CH3:22])([CH3:24])[CH3:23])=[O:19])[CH2:15]2)[C:3]=1[CH3:25]. The yield is 0.480. (2) The reactants are [CH3:1][O:2][C:3]1[CH:28]=[CH:27][C:6]([CH2:7][N:8]2[C:12]3=[N:13][CH:14]=[CH:15][C:16]([O:17][C:18]4[CH:23]=[CH:22][C:21]([NH2:24])=[CH:20][C:19]=4[F:25])=[C:11]3[C:10](I)=[N:9]2)=[CH:5][CH:4]=1.[CH:29]([B-](F)(F)F)=[CH2:30].[K+].C(N(CC)CC)C. The catalyst is C1C=CC(P(C2C=CC=CC=2)[C-]2C=CC=C2)=CC=1.C1C=CC(P(C2C=CC=CC=2)[C-]2C=CC=C2)=CC=1.Cl[Pd]Cl.[Fe+2].C(O)CC. The product is [CH3:1][O:2][C:3]1[CH:28]=[CH:27][C:6]([CH2:7][N:8]2[C:12]3=[N:13][CH:14]=[CH:15][C:16]([O:17][C:18]4[CH:23]=[CH:22][C:21]([NH2:24])=[CH:20][C:19]=4[F:25])=[C:11]3[C:10]([CH:29]=[CH2:30])=[N:9]2)=[CH:5][CH:4]=1. The yield is 0.640. (3) The reactants are [CH2:1]([N:8]1[CH2:13][CH2:12][CH:11]([C:14]([C:16]2[C:21]([Cl:22])=[CH:20][N:19]=[C:18]3[N:23]([Si](C(C)C)(C(C)C)C(C)C)[CH:24]=[CH:25][C:17]=23)=O)[CH2:10][CH2:9]1)[C:2]1[CH:7]=[CH:6][CH:5]=[CH:4][CH:3]=1.[NH2:36][NH2:37].CC(O)=O. No catalyst specified. The product is [CH2:1]([N:8]1[CH2:13][CH2:12][CH:11]([C:14](=[N:36][NH2:37])[C:16]2[C:21]([Cl:22])=[CH:20][N:19]=[C:18]3[NH:23][CH:24]=[CH:25][C:17]=23)[CH2:10][CH2:9]1)[C:2]1[CH:7]=[CH:6][CH:5]=[CH:4][CH:3]=1. The yield is 0.640. (4) The reactants are [Cl:1][C:2]1[CH:3]=[CH:4][C:5]([NH:8][C:9]([C:11]2[CH:16]=[CH:15][CH:14]=[CH:13][C:12]=2[NH:17][C:18]([C:20]2[CH:25]=[CH:24][C:23]([C:26]3[CH:31]=[CH:30][CH:29]=[CH:28][C:27]=3[C:32]#[N:33])=[CH:22][CH:21]=2)=[O:19])=[O:10])=[N:6][CH:7]=1.[BH4-].[Na+]. The catalyst is CN(C=O)C.[Co](Cl)Cl. The product is [NH2:33][CH2:32][C:27]1[CH:28]=[CH:29][CH:30]=[CH:31][C:26]=1[C:23]1[CH:22]=[CH:21][C:20]([C:18]([NH:17][C:12]2[CH:13]=[CH:14][CH:15]=[CH:16][C:11]=2[C:9](=[O:10])[NH:8][C:5]2[CH:4]=[CH:3][C:2]([Cl:1])=[CH:7][N:6]=2)=[O:19])=[CH:25][CH:24]=1. The yield is 0.430. (5) The reactants are [C:1]([NH:4][NH2:5])(N)=[NH:2].Cl.[CH:7]1([C:10]2[C:19]3[C:14](=[CH:15][CH:16]=[CH:17][CH:18]=3)[C:13]([N:20]=[C:21]=[S:22])=[CH:12][CH:11]=2)[CH2:9][CH2:8]1.C(N(C(C)C)CC)(C)C. The catalyst is CN(C=O)C. The product is [NH2:2][C:1]1[N:20]([C:13]2[C:14]3[C:19](=[CH:18][CH:17]=[CH:16][CH:15]=3)[C:10]([CH:7]3[CH2:9][CH2:8]3)=[CH:11][CH:12]=2)[C:21]([SH:22])=[N:5][N:4]=1. The yield is 0.490. (6) The reactants are C([O:3][C:4]([C:6]1[O:7][C:8]2[CH:14]=[CH:13][C:12]([N:15]3[CH2:20][CH2:19][N:18]([CH2:21][C:22]4[C:27]([Cl:28])=[CH:26][CH:25]=[CH:24][C:23]=4[Cl:29])[CH2:17][CH2:16]3)=[C:11]([CH3:30])[C:9]=2[CH:10]=1)=[O:5])C.[OH-].[Li+]. The catalyst is C1COCC1.O.CO. The product is [Cl:28][C:27]1[CH:26]=[CH:25][CH:24]=[C:23]([Cl:29])[C:22]=1[CH2:21][N:18]1[CH2:17][CH2:16][N:15]([C:12]2[CH:13]=[CH:14][C:8]3[O:7][C:6]([C:4]([OH:5])=[O:3])=[CH:10][C:9]=3[C:11]=2[CH3:30])[CH2:20][CH2:19]1. The yield is 0.940.